Task: Predict the reactants needed to synthesize the given product.. Dataset: Full USPTO retrosynthesis dataset with 1.9M reactions from patents (1976-2016) (1) Given the product [CH3:24][C:25]1([CH3:41])[C:29]([CH3:31])([CH3:30])[O:28][B:27]([C:7]2[CH2:8][CH2:9][CH:10]([C:13]3[CH:18]=[CH:17][C:16]([CH2:19][CH2:20][CH3:21])=[CH:15][CH:14]=3)[CH2:11][CH:12]=2)[O:26]1, predict the reactants needed to synthesize it. The reactants are: FC(F)(F)S(O[C:7]1[CH2:8][CH2:9][CH:10]([C:13]2[CH:18]=[CH:17][C:16]([CH2:19][CH2:20][CH3:21])=[CH:15][CH:14]=2)[CH2:11][CH:12]=1)(=O)=O.[CH3:24][C:25]1([CH3:41])[C:29]([CH3:31])([CH3:30])[O:28][B:27]([B:27]2[O:28][C:29]([CH3:31])([CH3:30])[C:25]([CH3:41])([CH3:24])[O:26]2)[O:26]1.C([O-])(=O)C.[K+]. (2) Given the product [CH2:1]([O:8][C:9]1[C:14](=[O:15])[N:13]=[C:12]([CH2:16][C:17]2[CH:22]=[CH:21][C:20]([Cl:23])=[CH:19][C:18]=2[C:36]2[CH:37]=[CH:38][N:33]=[CH:34][CH:35]=2)[N:11]2[CH2:25][CH2:26][N:27]([CH:30]([CH3:32])[CH3:31])[C:28](=[O:29])[C:10]=12)[C:2]1[CH:7]=[CH:6][CH:5]=[CH:4][CH:3]=1, predict the reactants needed to synthesize it. The reactants are: [CH2:1]([O:8][C:9]1[C:14](=[O:15])[N:13]=[C:12]([CH2:16][C:17]2[CH:22]=[CH:21][C:20]([Cl:23])=[CH:19][C:18]=2Br)[N:11]2[CH2:25][CH2:26][N:27]([CH:30]([CH3:32])[CH3:31])[C:28](=[O:29])[C:10]=12)[C:2]1[CH:7]=[CH:6][CH:5]=[CH:4][CH:3]=1.[N:33]1[CH:38]=[CH:37][C:36](B(O)O)=[CH:35][CH:34]=1.C(=O)([O-])[O-].[K+].[K+].C1(P(C2CCCCC2)C2C=CC=CC=2C2C(OC)=CC=CC=2OC)CCCCC1. (3) The reactants are: [CH3:1][O:2][C:3]1[CH:4]=[C:5]([CH:12](O)[CH2:13][C:14]([O:16][CH2:17][CH3:18])=[O:15])[CH:6]=[CH:7][C:8]=1[N+:9]([O-:11])=[O:10].C(N(CC)CC)C.CS(Cl)(=O)=O.C1CCN2C(=NCCC2)CC1. Given the product [CH3:1][O:2][C:3]1[CH:4]=[C:5]([CH:12]=[CH:13][C:14]([O:16][CH2:17][CH3:18])=[O:15])[CH:6]=[CH:7][C:8]=1[N+:9]([O-:11])=[O:10], predict the reactants needed to synthesize it. (4) Given the product [CH2:28]1[C:27]2([CH2:31][C:24]([C:15]3[CH:14]=[N:13][C:12]4[NH:8][N:9]=[CH:10][C:11]=4[C:16]=3[NH:17][CH:18]3[CH2:19][CH2:20][O:21][CH2:22][CH2:23]3)=[N:25][O:26]2)[CH2:30][CH2:29]1, predict the reactants needed to synthesize it. The reactants are: COC1C=CC(C[N:8]2[C:12]3[N:13]=[CH:14][C:15]([C:24]4[CH2:31][C:27]5([CH2:30][CH2:29][CH2:28]5)[O:26][N:25]=4)=[C:16]([NH:17][CH:18]4[CH2:23][CH2:22][O:21][CH2:20][CH2:19]4)[C:11]=3[CH:10]=[N:9]2)=CC=1.FC(F)(F)C(O)=O. (5) Given the product [Cl:1][C:2]1[CH:21]=[CH:20][C:5]([CH2:6][N:7]2[C:15]3[C:10](=[CH:11][C:12]([CH2:16][OH:17])=[CH:13][CH:14]=3)[CH:9]=[C:8]2[CH3:19])=[CH:4][CH:3]=1, predict the reactants needed to synthesize it. The reactants are: [Cl:1][C:2]1[CH:21]=[CH:20][C:5]([CH2:6][N:7]2[C:15]3[C:10](=[CH:11][C:12]([C:16](O)=[O:17])=[CH:13][CH:14]=3)[CH:9]=[C:8]2[CH3:19])=[CH:4][CH:3]=1. (6) Given the product [S:9]1[CH:10]=[CH:11][CH:12]=[C:8]1[CH2:7][CH:6]([NH2:16])[CH2:13][CH3:14], predict the reactants needed to synthesize it. The reactants are: CS(O[CH:6]([CH2:13][CH3:14])[CH2:7][C:8]1[S:9][CH:10]=[CH:11][CH:12]=1)(=O)=O.[OH-].[NH4+:16].N.CC(O)C. (7) Given the product [NH2:19][C:20]([CH3:25])([CH3:24])[CH2:21][CH2:22][N:3]1[C:4]2[CH:9]=[CH:8][CH:7]=[CH:6][C:5]=2[O:1][C:2]1=[O:10], predict the reactants needed to synthesize it. The reactants are: [O:1]1[C:5]2[CH:6]=[CH:7][CH:8]=[CH:9][C:4]=2[NH:3][C:2]1=[O:10].[H-].[Na+].C(OC(=O)[NH:19][C:20]([CH3:25])([CH3:24])[CH2:21][CH2:22]N)(C)(C)C.C(=O)([O-])O.[Na+]. (8) Given the product [CH2:1]([NH:8][C:9]1[N:17]=[C:16]([NH:31][C@@H:32]([CH2:39][CH3:40])[CH:33]([OH:38])[C:34]([CH3:37])([CH3:36])[CH3:35])[N:15]=[C:14]2[C:10]=1[N:11]=[CH:12][N:13]2[CH:19]([CH3:21])[CH3:20])[C:2]1[CH:7]=[CH:6][CH:5]=[CH:4][CH:3]=1, predict the reactants needed to synthesize it. The reactants are: [CH2:1]([NH:8][C:9]1[N:17]=[C:16](F)[N:15]=[C:14]2[C:10]=1[N:11]=[CH:12][N:13]2[CH:19]([CH3:21])[CH3:20])[C:2]1[CH:7]=[CH:6][CH:5]=[CH:4][CH:3]=1.CCN(C(C)C)C(C)C.[NH2:31][C@@H:32]([CH2:39][CH3:40])[CH:33]([OH:38])[C:34]([CH3:37])([CH3:36])[CH3:35].